Task: Predict which catalyst facilitates the given reaction.. Dataset: Catalyst prediction with 721,799 reactions and 888 catalyst types from USPTO Reactant: [CH:1](=[N:8][OH:9])[C:2]1[CH:7]=[CH:6][CH:5]=[CH:4][CH:3]=1.N1C=CC=CC=1.[Cl:16]N1C(=O)CCC1=O.[Na+].[Cl-]. Product: [Cl:16][C:1](=[N:8][OH:9])[C:2]1[CH:7]=[CH:6][CH:5]=[CH:4][CH:3]=1. The catalyst class is: 22.